From a dataset of Full USPTO retrosynthesis dataset with 1.9M reactions from patents (1976-2016). Predict the reactants needed to synthesize the given product. (1) Given the product [ClH:48].[NH2:7][CH2:8][C:9]1[CH:14]=[CH:13][C:12]([O:15][CH2:16][C:17]([NH:18][CH3:19])=[O:20])=[C:11]([CH:21]2[CH2:26][CH2:25][N:24]([C:27]([C:29]3[C:37]4[C:32](=[C:33]([O:38][C:39]([F:42])([F:40])[F:41])[CH:34]=[CH:35][CH:36]=4)[N:31]([CH2:43][CH2:44][O:45][CH3:46])[CH:30]=3)=[O:28])[CH2:23][CH2:22]2)[CH:10]=1, predict the reactants needed to synthesize it. The reactants are: C(OC(=O)[NH:7][CH2:8][C:9]1[CH:14]=[CH:13][C:12]([O:15][CH2:16][C:17](=[O:20])[NH:18][CH3:19])=[C:11]([CH:21]2[CH2:26][CH2:25][N:24]([C:27]([C:29]3[C:37]4[C:32](=[C:33]([O:38][C:39]([F:42])([F:41])[F:40])[CH:34]=[CH:35][CH:36]=4)[N:31]([CH2:43][CH2:44][O:45][CH3:46])[CH:30]=3)=[O:28])[CH2:23][CH2:22]2)[CH:10]=1)(C)(C)C.[ClH:48]. (2) Given the product [Cl:1][C:2]1[CH:7]=[CH:6][CH:5]=[CH:4][C:3]=1[C:8]1[N:9]([C:16]2[CH:21]=[CH:20][C:19]([Cl:22])=[CH:18][CH:17]=2)[CH:10]=[C:11]([C:13]([NH:37][S:34]([C:31]2[CH:30]=[CH:29][C:28]([C:27]([F:26])([F:39])[F:38])=[CH:33][CH:32]=2)(=[O:35])=[O:36])=[O:15])[N:12]=1, predict the reactants needed to synthesize it. The reactants are: [Cl:1][C:2]1[CH:7]=[CH:6][CH:5]=[CH:4][C:3]=1[C:8]1[N:9]([C:16]2[CH:21]=[CH:20][C:19]([Cl:22])=[CH:18][CH:17]=2)[CH:10]=[C:11]([C:13]([OH:15])=O)[N:12]=1.N=C=N.[F:26][C:27]([F:39])([F:38])[C:28]1[CH:33]=[CH:32][C:31]([S:34]([NH2:37])(=[O:36])=[O:35])=[CH:30][CH:29]=1. (3) Given the product [Br:12][C:8]1[CH:7]=[C:6]2[C:5](=[CH:10][C:9]=1[CH3:11])[NH:4][CH:14]=[CH:13]2, predict the reactants needed to synthesize it. The reactants are: COC(=O)[NH:4][C:5]1[CH:10]=[C:9]([CH3:11])[C:8]([Br:12])=[CH:7][C:6]=1[C:13]#[C:14][Si](C)(C)C.[O-]CC.[Na+].Cl. (4) The reactants are: [C:1]([O:4][C@H:5]1[C@@H:9]([O:10][C:11](=[O:13])[CH3:12])[C@H:8]([N:14]2[CH:22]=[N:21][C:20]3[C:15]2=[N:16][C:17]([C:24]#[N:25])=[N:18][C:19]=3Cl)[O:7][C@@H:6]1[CH2:26][O:27][C:28](=[O:30])[CH3:29])(=[O:3])[CH3:2].[Cl:31][C:32]1[CH:33]=[C:34]([CH:38]([C:41]2[CH:46]=[CH:45][CH:44]=[C:43]([Cl:47])[CH:42]=2)[CH2:39][NH2:40])[CH:35]=[CH:36][CH:37]=1. Given the product [C:1]([O:4][C@H:5]1[C@@H:9]([O:10][C:11](=[O:13])[CH3:12])[C@H:8]([N:14]2[CH:22]=[N:21][C:20]3[C:15]2=[N:16][C:17]([C:24]#[N:25])=[N:18][C:19]=3[NH:40][CH2:39][CH:38]([C:34]2[CH:35]=[CH:36][CH:37]=[C:32]([Cl:31])[CH:33]=2)[C:41]2[CH:46]=[CH:45][CH:44]=[C:43]([Cl:47])[CH:42]=2)[O:7][C@@H:6]1[CH2:26][O:27][C:28](=[O:30])[CH3:29])(=[O:3])[CH3:2], predict the reactants needed to synthesize it. (5) Given the product [F:23][C:24]([F:32])([F:31])[C:25]([C:26]1[C:27]([CH3:28])=[N:1][C:2]2[C:3]([C:13]=1[C:15]1[CH:20]=[CH:19][C:18]([O:21][CH3:22])=[CH:17][CH:16]=1)=[CH:4][C:5]([O:8][C:9]([F:12])([F:11])[F:10])=[CH:6][CH:7]=2)=[O:30], predict the reactants needed to synthesize it. The reactants are: [NH2:1][C:2]1[CH:7]=[CH:6][C:5]([O:8][C:9]([F:12])([F:11])[F:10])=[CH:4][C:3]=1[C:13]([C:15]1[CH:20]=[CH:19][C:18]([O:21][CH3:22])=[CH:17][CH:16]=1)=O.[F:23][C:24]([F:32])([F:31])[C:25](=[O:30])[CH2:26][C:27](=O)[CH3:28].C(O)(C)C. (6) Given the product [CH2:8]([O:11][S:12]([O-:18])(=[O:17])=[O:13])[CH2:9][CH3:10].[CH3:1][NH+:2]1[CH2:7][CH2:6][CH2:5][CH:4]([CH2:14][CH2:15][CH3:16])[CH2:3]1, predict the reactants needed to synthesize it. The reactants are: [CH3:1][N:2]1[CH2:7][CH2:6][CH2:5][CH2:4][CH2:3]1.[CH2:8]([O:11][S:12](=[O:18])(=[O:17])[O:13][CH2:14][CH2:15][CH3:16])[CH2:9][CH3:10].